This data is from Catalyst prediction with 721,799 reactions and 888 catalyst types from USPTO. The task is: Predict which catalyst facilitates the given reaction. (1) Reactant: O[CH2:2][C:3]#[N:4].[C:5]([NH:9][CH:10]1[CH2:15][CH2:14][CH2:13][CH2:12][CH2:11]1)([CH3:8])([CH3:7])[CH3:6].[H-].[Al+3].[Li+].[H-].[H-].[H-].O1CCCC1.[OH-].[Na+]. Product: [C:5]([N:9]([CH:10]1[CH2:15][CH2:14][CH2:13][CH2:12][CH2:11]1)[CH2:2][CH2:3][NH2:4])([CH3:8])([CH3:6])[CH3:7]. The catalyst class is: 97. (2) Reactant: Br[C:2]1[N:3]([C:13]2[N:14]=[C:15]([I:21])[N:16]=[C:17]([NH2:20])[C:18]=2[N:19]=1)[C@@H:4]1[O:12][C@H:9]([CH2:10][OH:11])[C@@H:7]([OH:8])[C@H:5]1[OH:6].[CH2:22]([NH2:24])[CH3:23].CO. Product: [I:21][C:15]1[N:16]=[C:17]([NH2:20])[C:18]2[N:19]=[C:2]([NH:24][CH2:22][CH3:23])[N:3]([C:13]=2[N:14]=1)[C@@H:4]1[O:12][C@H:9]([CH2:10][OH:11])[C@@H:7]([OH:8])[C@H:5]1[OH:6]. The catalyst class is: 2. (3) Reactant: [C:1]1([C:11]([CH2:13][CH2:14][CH2:15][CH2:16][CH2:17][CH2:18][C:19]([OH:21])=O)=[O:12])[C:10]2[C:5](=[CH:6][CH:7]=[CH:8][CH:9]=2)[CH:4]=[CH:3][CH:2]=1.[NH2:22][OH:23].Cl. Product: [OH:23][NH:22][C:19](=[O:21])[CH2:18][CH2:17][CH2:16][CH2:15][CH2:14][CH2:13][C:11]([C:1]1[C:10]2[C:5](=[CH:6][CH:7]=[CH:8][CH:9]=2)[CH:4]=[CH:3][CH:2]=1)=[O:12]. The catalyst class is: 66. (4) Reactant: N1([N:11]=[C:12]2[CH2:18][CH2:17][CH2:16][N:15]([C:19]([O:21][CH2:22][C:23]3[CH:28]=[CH:27][CH:26]=[CH:25][CH:24]=3)=[O:20])[CH2:14][CH2:13]2)C2C(=CC=CC=2)CCC1.F[C:30](F)(F)[C:31](O)=O. Product: [CH:31]1[C:30]2[C:18]3[CH2:17][CH2:16][N:15]([C:19]([O:21][CH2:22][C:23]4[CH:24]=[CH:25][CH:26]=[CH:27][CH:28]=4)=[O:20])[CH2:14][CH2:13][C:12]=3[N:11]3[C:22]=2[C:23]([CH2:28][CH2:27][CH2:26]3)=[CH:24][CH:25]=1. The catalyst class is: 8. (5) Reactant: [N:1]1[C:10]2[C:5](=CC=[C:8]3[CH:14]=[CH:13][CH:12]=[CH:11][C:9]3=2)[CH:4]=[CH:3][CH:2]=1.O=I(OI(=O)=O)=O.S([O-])([O-])(=[O:24])=S.[Na+].[Na+].C([O:32][CH2:33][CH3:34])(=O)C. Product: [N:1]1[C:10]2[C:9]3[CH:11]=[CH:12][CH:13]=[CH:14][C:8]=3[C:34](=[O:24])[C:33](=[O:32])[C:5]=2[CH:4]=[CH:3][CH:2]=1. The catalyst class is: 15. (6) Reactant: [N+:1]([C:4]1[CH:5]=[C:6]([CH2:10][S:11](Cl)(=[O:13])=[O:12])[CH:7]=[CH:8][CH:9]=1)([O-:3])=[O:2].[CH3:15][NH:16][CH3:17]. Product: [CH3:15][N:16]([CH3:17])[S:11]([CH2:10][C:6]1[CH:7]=[CH:8][CH:9]=[C:4]([N+:1]([O-:3])=[O:2])[CH:5]=1)(=[O:13])=[O:12]. The catalyst class is: 4. (7) Reactant: [F:1][C:2]([F:27])([F:26])[C:3]1[CH:4]=[CH:5][C:6]([O:9][C:10]2[CH:15]=[CH:14][C:13]([O:16][C:17]([N:19]3[CH2:24][CH2:23][CH:22]([OH:25])[CH2:21][CH2:20]3)=[O:18])=[CH:12][CH:11]=2)=[N:7][CH:8]=1.[CH3:28][O:29][C:30]1[CH:35]=[CH:34][C:33]([C:36]2[N:37](O)[CH:38]=[CH:39][N:40]=2)=[CH:32][CH:31]=1.C(OCC)(=O)C.CCCCCCC.Cl. Product: [F:27][C:2]([F:1])([F:26])[C:3]1[CH:4]=[CH:5][C:6]([O:9][C:10]2[CH:11]=[CH:12][C:13]([O:16][C:17]([N:19]3[CH2:20][CH2:21][CH:22]([O:25][N:37]4[CH:38]=[CH:39][N:40]=[C:36]4[C:33]4[CH:34]=[CH:35][C:30]([O:29][CH3:28])=[CH:31][CH:32]=4)[CH2:23][CH2:24]3)=[O:18])=[CH:14][CH:15]=2)=[N:7][CH:8]=1. The catalyst class is: 28. (8) Reactant: [Cl:1][C:2]1[N:7]=[C:6](Cl)[CH:5]=[CH:4][N:3]=1.[H-].[Na+].[CH3:11][Si:12]([CH3:17])([CH3:16])[CH2:13][CH2:14][OH:15].Cl. Product: [Cl:1][C:2]1[N:7]=[C:6]([O:15][CH2:14][CH2:13][Si:12]([CH3:17])([CH3:16])[CH3:11])[CH:5]=[CH:4][N:3]=1. The catalyst class is: 20. (9) Reactant: [C:1]([C:3]1[CH:4]=[CH:5][C:6]([C:9]2[CH:14]=[CH:13][C:12]([C:15]3([C:18]([NH:20][NH:21]C(OC(C)(C)C)=O)=[O:19])[CH2:17][CH2:16]3)=[CH:11][CH:10]=2)=[N:7][CH:8]=1)#[N:2]. Product: [C:1]([C:3]1[CH:4]=[CH:5][C:6]([C:9]2[CH:14]=[CH:13][C:12]([C:15]3([C:18]([NH:20][NH2:21])=[O:19])[CH2:17][CH2:16]3)=[CH:11][CH:10]=2)=[N:7][CH:8]=1)#[N:2]. The catalyst class is: 89.